This data is from Catalyst prediction with 721,799 reactions and 888 catalyst types from USPTO. The task is: Predict which catalyst facilitates the given reaction. (1) Reactant: COCCOCC[C:8]1(CCOCCOC)[C:20]2[CH:19]=[C:18](C=C)[CH:17]=[CH:16][C:15]=2[C:14]2[C:9]1=[CH:10][C:11](C=C)=[CH:12][CH:13]=2.CC(N=NC(C#N)(C)C)(C#N)C. Product: [CH:10]1[C:9]2[CH2:8][C:20]3[C:15](=[CH:16][CH:17]=[CH:18][CH:19]=3)[C:14]=2[CH:13]=[CH:12][CH:11]=1. The catalyst class is: 90. (2) The catalyst class is: 71. Reactant: [CH3:1][O:2][C:3]([C:5]1[CH:10]=[CH:9][C:8]([C:11]2[CH:12]=[CH:13][C:14]3[O:20][CH2:19][CH2:18][N:17](C(OC(C)(C)C)=O)[CH2:16][C:15]=3[CH:28]=2)=[CH:7][CH:6]=1)=[O:4].[ClH:29]. Product: [ClH:29].[O:20]1[C:14]2[CH:13]=[CH:12][C:11]([C:8]3[CH:9]=[CH:10][C:5]([C:3]([O:2][CH3:1])=[O:4])=[CH:6][CH:7]=3)=[CH:28][C:15]=2[CH2:16][NH:17][CH2:18][CH2:19]1. (3) Reactant: Cl[C:2]1[N:7]=[C:6]([C:8]([NH:10][C@@H:11]([C:15]2[CH:20]=[CH:19][C:18]([O:21][C:22]([F:25])([F:24])[F:23])=[C:17]([F:26])[CH:16]=2)[CH2:12][O:13][CH3:14])=[O:9])[CH:5]=[C:4]([O:27][CH3:28])[N:3]=1.[CH3:29][O:30][C:31]1[S:32][C:33](B(O)O)=[CH:34][N:35]=1.C1(P(C2CCCCC2)C2C=CC=CC=2C2C(OC)=CC=CC=2OC)CCCCC1.C(=O)([O-])[O-].[Cs+].[Cs+].CC(O)(CC)C. Product: [F:26][C:17]1[CH:16]=[C:15]([C@H:11]([NH:10][C:8]([C:6]2[CH:5]=[C:4]([O:27][CH3:28])[N:3]=[C:2]([C:33]3[S:32][C:31]([O:30][CH3:29])=[N:35][CH:34]=3)[N:7]=2)=[O:9])[CH2:12][O:13][CH3:14])[CH:20]=[CH:19][C:18]=1[O:21][C:22]([F:25])([F:24])[F:23]. The catalyst class is: 6. (4) Reactant: C([O:3][C:4](=[O:39])[CH2:5][CH2:6][CH2:7][O:8][C:9]1[CH:14]=[CH:13][CH:12]=[C:11]([CH2:15][CH2:16][CH2:17][CH2:18][CH2:19][CH2:20][O:21][C:22]2[CH:27]=[C:26]([CH2:28][O:29][CH3:30])[CH:25]=[C:24]([Br:31])[CH:23]=2)[C:10]=1[CH2:32][CH2:33][C:34]([O:36]CC)=[O:35])C.[OH-].[Na+]. Product: [Br:31][C:24]1[CH:23]=[C:22]([CH:27]=[C:26]([CH2:28][O:29][CH3:30])[CH:25]=1)[O:21][CH2:20][CH2:19][CH2:18][CH2:17][CH2:16][CH2:15][C:11]1[C:10]([CH2:32][CH2:33][C:34]([OH:36])=[O:35])=[C:9]([CH:14]=[CH:13][CH:12]=1)[O:8][CH2:7][CH2:6][CH2:5][C:4]([OH:39])=[O:3]. The catalyst class is: 653. (5) Reactant: [N+:1]([C:4]1[CH:17]=[C:16]([N+:18]([O-:20])=[O:19])[CH:15]=[CH:14][C:5]=1[NH:6][C:7]1[CH:12]=[CH:11][C:10]([OH:13])=[CH:9][CH:8]=1)([O-:3])=[O:2].[C:21](=O)([O-])[O-].[K+].[K+].CI. Product: [N+:1]([C:4]1[CH:17]=[C:16]([N+:18]([O-:20])=[O:19])[CH:15]=[CH:14][C:5]=1[NH:6][C:7]1[CH:12]=[CH:11][C:10]([O:13][CH3:21])=[CH:9][CH:8]=1)([O-:3])=[O:2]. The catalyst class is: 9. (6) Reactant: [NH:1]1[C:9]2[C:4](=[N:5][CH:6]=[CH:7][CH:8]=2)[C:3]([C:10]([OH:12])=O)=[CH:2]1.[O:13]1[CH2:18][CH2:17][CH:16]([NH2:19])[CH2:15][CH2:14]1.F[P-](F)(F)(F)(F)F.N1(O[P+](N(C)C)(N(C)C)N(C)C)C2C=CC=CC=2N=N1. Product: [O:13]1[CH2:18][CH2:17][CH:16]([NH:19][C:10]([C:3]2[C:4]3=[N:5][CH:6]=[CH:7][CH:8]=[C:9]3[NH:1][CH:2]=2)=[O:12])[CH2:15][CH2:14]1. The catalyst class is: 3. (7) Reactant: [Cl:1][C:2]1[CH:18]=[CH:17][C:16]([Cl:19])=[CH:15][C:3]=1[O:4][C:5]1[CH:10]=[CH:9][C:8]([N+:11]([O-])=O)=[CH:7][C:6]=1[F:14].[Sn](Cl)(Cl)(Cl)Cl.C(=O)(O)[O-].[Na+]. Product: [Cl:1][C:2]1[CH:18]=[CH:17][C:16]([Cl:19])=[CH:15][C:3]=1[O:4][C:5]1[CH:10]=[CH:9][C:8]([NH2:11])=[CH:7][C:6]=1[F:14]. The catalyst class is: 8. (8) The catalyst class is: 1. Reactant: [C:1]([C:5]1[CH:26]=[CH:25][C:8]([CH2:9][N:10]([CH2:22][CH2:23][OH:24])[C:11]([C:13]2[CH:14]=[CH:15][CH:16]=[C:17]3[C:21]=2[NH:20][CH:19]=[CH:18]3)=[O:12])=[CH:7][CH:6]=1)([CH3:4])([CH3:3])[CH3:2].[F:27][C:28]1[CH:33]=[CH:32][C:31](O)=[CH:30][CH:29]=1.C1(P(C2C=CC=CC=2)C2C=CC=CC=2)C=CC=CC=1.C(OC(N=NC(OCC)=O)=O)C. Product: [C:1]([C:5]1[CH:6]=[CH:7][C:8]([CH2:9][N:10]([CH2:22][CH2:23][O:24][C:31]2[CH:32]=[CH:33][C:28]([F:27])=[CH:29][CH:30]=2)[C:11]([C:13]2[CH:14]=[CH:15][CH:16]=[C:17]3[C:21]=2[NH:20][CH:19]=[CH:18]3)=[O:12])=[CH:25][CH:26]=1)([CH3:4])([CH3:2])[CH3:3].